Dataset: Forward reaction prediction with 1.9M reactions from USPTO patents (1976-2016). Task: Predict the product of the given reaction. Given the reactants [NH2:1][C:2]1([C:14]([O:16][CH3:17])=[O:15])[CH2:7][CH2:6][C:5]([O:12][CH3:13])([C:8]([F:11])([F:10])[F:9])[CH2:4][CH2:3]1.C(N(CC)CC)C.[Cl:25][C:26]1[CH:31]=[CH:30][C:29]([C:32]2[CH:37]=[CH:36][C:35]([CH3:38])=[C:34]([CH2:39][C:40](Cl)=[O:41])[CH:33]=2)=[CH:28][C:27]=1[F:43], predict the reaction product. The product is: [Cl:25][C:26]1[CH:31]=[CH:30][C:29]([C:32]2[CH:37]=[CH:36][C:35]([CH3:38])=[C:34]([CH2:39][C:40]([NH:1][C:2]3([C:14]([O:16][CH3:17])=[O:15])[CH2:3][CH2:4][C:5]([O:12][CH3:13])([C:8]([F:11])([F:10])[F:9])[CH2:6][CH2:7]3)=[O:41])[CH:33]=2)=[CH:28][C:27]=1[F:43].